From a dataset of Reaction yield outcomes from USPTO patents with 853,638 reactions. Predict the reaction yield, written as a fraction of the theoretical maximum amount of product (1.0 means a 100% yield; for example, 0.34 means a 34% yield). The reactants are [C:1]([NH:4][C:5]1[S:9][C:8]2[C:10]([O:15][CH2:16][CH2:17][N:18]([CH2:21][CH3:22])[CH2:19][CH3:20])=[C:11](Br)[CH:12]=[CH:13][C:7]=2[C:6]=1[C:23]([O:25][CH2:26][CH3:27])=[O:24])(=[O:3])[CH3:2].[OH:28][C:29]1[CH:34]=[CH:33][C:32](B(O)O)=[CH:31][CH:30]=1.P([O-])([O-])([O-])=O.[K+].[K+].[K+]. The catalyst is C(#N)C.O. The product is [C:1]([NH:4][C:5]1[S:9][C:8]2[C:10]([O:15][CH2:16][CH2:17][N:18]([CH2:21][CH3:22])[CH2:19][CH3:20])=[C:11]([C:32]3[CH:33]=[CH:34][C:29]([OH:28])=[CH:30][CH:31]=3)[CH:12]=[CH:13][C:7]=2[C:6]=1[C:23]([O:25][CH2:26][CH3:27])=[O:24])(=[O:3])[CH3:2]. The yield is 0.680.